From a dataset of Full USPTO retrosynthesis dataset with 1.9M reactions from patents (1976-2016). Predict the reactants needed to synthesize the given product. (1) Given the product [F:28][C:24]1[CH:23]=[C:22]([CH:27]=[CH:26][CH:25]=1)[CH2:21][C:18]1[O:17][C:16]([C:15]2[C:9]3[C:10](=[N:11][CH:12]=[C:7]([C:33]4[CH:32]=[N:31][N:30]([CH3:29])[CH:34]=4)[CH:8]=3)[NH:13][CH:14]=2)=[N:20][N:19]=1, predict the reactants needed to synthesize it. The reactants are: CN(C=O)C.Br[C:7]1[CH:8]=[C:9]2[C:15]([C:16]3[O:17][C:18]([CH2:21][C:22]4[CH:27]=[CH:26][CH:25]=[C:24]([F:28])[CH:23]=4)=[N:19][N:20]=3)=[CH:14][NH:13][C:10]2=[N:11][CH:12]=1.[CH3:29][N:30]1[CH:34]=[C:33](B2OC(C)(C)C(C)(C)O2)[CH:32]=[N:31]1.C(=O)([O-])[O-].[Na+].[Na+]. (2) Given the product [C:10]([O:14][C:15](=[O:16])[NH:7][CH2:6][C:5]1[CH:8]=[CH:9][C:2]([NH2:1])=[CH:3][CH:4]=1)([CH3:13])([CH3:12])[CH3:11], predict the reactants needed to synthesize it. The reactants are: [NH2:1][C:2]1[CH:9]=[CH:8][C:5]([CH2:6][NH2:7])=[CH:4][CH:3]=1.[C:10]([O:14][C:15](O[C:15]([O:14][C:10]([CH3:13])([CH3:12])[CH3:11])=[O:16])=[O:16])([CH3:13])([CH3:12])[CH3:11]. (3) Given the product [Cl:32][C:28]1[CH:27]=[C:26]([C:24]2[O:23][N:22]=[C:21]([C@@H:19]([N:17]3[CH2:16][CH2:15][CH2:14][N:13]4[C:9]([C:6]5[CH:7]=[CH:8][N:3]=[CH:4][CH:5]=5)=[N:10][N:11]=[C:12]34)[CH3:20])[N:25]=2)[CH:31]=[CH:30][CH:29]=1, predict the reactants needed to synthesize it. The reactants are: [H-].[Na+].[N:3]1[CH:8]=[CH:7][C:6]([C:9]2[N:13]3[CH2:14][CH2:15][CH2:16][NH:17][C:12]3=[N:11][N:10]=2)=[CH:5][CH:4]=1.Cl[CH:19]([C:21]1[N:25]=[C:24]([C:26]2[CH:31]=[CH:30][CH:29]=[C:28]([Cl:32])[CH:27]=2)[O:23][N:22]=1)[CH3:20].O. (4) Given the product [CH3:21][O:22][C:23]1[CH:30]=[CH:29][CH:28]=[CH:27][C:24]=1[CH2:25][N:8]1[CH2:9][C:5]2[C:4]([NH:10][C:11]3[CH:12]=[N:13][C:14]4[C:19]([CH:20]=3)=[CH:18][CH:17]=[CH:16][CH:15]=4)=[N:3][CH:2]=[N:1][C:6]=2[CH2:7]1, predict the reactants needed to synthesize it. The reactants are: [N:1]1[C:6]2[CH2:7][NH:8][CH2:9][C:5]=2[C:4]([NH:10][C:11]2[CH:12]=[N:13][C:14]3[C:19]([CH:20]=2)=[CH:18][CH:17]=[CH:16][CH:15]=3)=[N:3][CH:2]=1.[CH3:21][O:22][C:23]1[CH:30]=[CH:29][CH:28]=[CH:27][C:24]=1[CH:25]=O.ClCCCl.CO.C(O[BH-](OC(=O)C)OC(=O)C)(=O)C.[Na+]. (5) Given the product [CH2:28]([N:27]([CH3:26])[C:6]1[C:5]2[C:10](=[CH:11][C:2]([F:1])=[C:3]([CH:23]([CH3:25])[CH3:24])[CH:4]=2)[N:9]=[C:8]([N:12]2[CH:16]=[C:15]([C:17]([OH:19])=[O:18])[CH:14]=[N:13]2)[N:7]=1)[CH3:29], predict the reactants needed to synthesize it. The reactants are: [F:1][C:2]1[CH:11]=[C:10]2[C:5]([C:6](=O)[NH:7][C:8]([N:12]3[CH:16]=[C:15]([C:17]([O:19]CC)=[O:18])[CH:14]=[N:13]3)=[N:9]2)=[CH:4][C:3]=1[CH:23]([CH3:25])[CH3:24].[CH3:26][NH:27][CH2:28][CH3:29]. (6) Given the product [Cl:1][C:2]1[CH:3]=[C:4]([S:9]([N:12]([CH2:22][C:23]([OH:25])=[O:24])[C:13]2[CH:14]=[C:15]3[C:19](=[CH:20][CH:21]=2)[N:18]([C:43](=[O:44])[NH:42][C:38]2[CH:37]=[N:36][CH:41]=[CH:40][CH:39]=2)[CH2:17][CH2:16]3)(=[O:10])=[O:11])[CH:5]=[C:6]([Cl:8])[CH:7]=1, predict the reactants needed to synthesize it. The reactants are: [Cl:1][C:2]1[CH:3]=[C:4]([S:9]([N:12]([CH2:22][C:23]([O:25]C(C)(C)C)=[O:24])[C:13]2[CH:14]=[C:15]3[C:19](=[CH:20][CH:21]=2)[NH:18][CH2:17][CH2:16]3)(=[O:11])=[O:10])[CH:5]=[C:6]([Cl:8])[CH:7]=1.C(=O)([O-])[O-].[K+].[K+].[N:36]1[CH:41]=[CH:40][CH:39]=[C:38]([N:42]=[C:43]=[O:44])[CH:37]=1.O. (7) Given the product [C:14]([NH:13][C:11]1[S:12][C:8]2[CH:7]=[C:6]([O:5][C:4]3[CH:3]=[C:2]([NH:1][C:30](=[O:31])[C:29]4[CH:33]=[CH:34][CH:35]=[C:27]([C:23]([CH3:22])([CH3:26])[C:24]#[CH:25])[CH:28]=4)[CH:21]=[CH:20][CH:19]=3)[CH:18]=[CH:17][C:9]=2[N:10]=1)(=[O:16])[CH3:15], predict the reactants needed to synthesize it. The reactants are: [NH2:1][C:2]1[CH:3]=[C:4]([CH:19]=[CH:20][CH:21]=1)[O:5][C:6]1[CH:18]=[CH:17][C:9]2[N:10]=[C:11]([NH:13][C:14](=[O:16])[CH3:15])[S:12][C:8]=2[CH:7]=1.[CH3:22][C:23]([C:27]1[CH:28]=[C:29]([CH:33]=[CH:34][CH:35]=1)[C:30](O)=[O:31])([CH3:26])[C:24]#[CH:25].O1CCCC1.C(Cl)(=O)C(Cl)=O. (8) Given the product [CH3:12][Si:13]([CH3:15])([CH3:14])[CH2:16][CH2:17][O:18][CH2:19][N:3]1[C:7]2=[N:8][CH:9]=[CH:10][CH:11]=[C:6]2[CH:5]=[CH:4]1, predict the reactants needed to synthesize it. The reactants are: [H-].[Na+].[NH:3]1[C:7]2=[N:8][CH:9]=[CH:10][CH:11]=[C:6]2[CH:5]=[CH:4]1.[CH3:12][Si:13]([CH2:16][CH2:17][O:18][CH2:19]Cl)([CH3:15])[CH3:14]. (9) Given the product [CH3:35][C:30]1[N:31]=[C:32]([C:11]2[CH:12]=[N:13][N:14]([CH3:20])[C:15]=2[C:16]([O:18][CH3:19])=[O:17])[C:33]([CH3:34])=[CH:28][N:29]=1, predict the reactants needed to synthesize it. The reactants are: CC1(C)C(C)(C)OBO1.Br[C:11]1[CH:12]=[N:13][N:14]([CH3:20])[C:15]=1[C:16]([O:18][CH3:19])=[O:17].C(=O)([O-])[O-].[K+].[K+].Cl[C:28]1[C:33]([CH3:34])=[CH:32][N:31]=[C:30]([CH3:35])[N:29]=1.